From a dataset of Full USPTO retrosynthesis dataset with 1.9M reactions from patents (1976-2016). Predict the reactants needed to synthesize the given product. (1) Given the product [Cl:1][CH2:2][C:3]1[CH:23]=[CH:22][C:6]([CH:7]([OH:8])[C:9]2[N:13]([CH2:14][CH3:15])[C:12]([C:16]([O:18][CH2:19][CH3:20])=[O:17])=[CH:11][C:10]=2[CH3:21])=[CH:5][CH:4]=1, predict the reactants needed to synthesize it. The reactants are: [Cl:1][CH2:2][C:3]1[CH:23]=[CH:22][C:6]([C:7]([C:9]2[N:13]([CH2:14][CH3:15])[C:12]([C:16]([O:18][CH2:19][CH3:20])=[O:17])=[CH:11][C:10]=2[CH3:21])=[O:8])=[CH:5][CH:4]=1.[BH4-].[Na+]. (2) The reactants are: [F:1][C:2]([F:22])([F:21])[C:3]1[CH:4]=[C:5]([CH:18]=[CH:19][CH:20]=1)[C:6]([NH:8][C:9]1[CH:10]=[C:11]([CH:15]=[CH:16][CH:17]=1)[C:12]([OH:14])=O)=[O:7].ClC1N=C(OC)N=C(OC)N=1.CN1CCOCC1.[N:41]1([CH2:46][CH2:47][CH2:48][S:49]([C:52]2[CH:57]=[CH:56][C:55]([NH:58][C:59]3[N:64]=[CH:63][C:62]([NH2:65])=[CH:61][N:60]=3)=[CH:54][CH:53]=2)(=[O:51])=[O:50])[CH2:45][CH2:44][CH2:43][CH2:42]1. Given the product [N:41]1([CH2:46][CH2:47][CH2:48][S:49]([C:52]2[CH:53]=[CH:54][C:55]([NH:58][C:59]3[N:60]=[CH:61][C:62]([NH:65][C:12](=[O:14])[C:11]4[CH:15]=[CH:16][CH:17]=[C:9]([NH:8][C:6](=[O:7])[C:5]5[CH:18]=[CH:19][CH:20]=[C:3]([C:2]([F:1])([F:22])[F:21])[CH:4]=5)[CH:10]=4)=[CH:63][N:64]=3)=[CH:56][CH:57]=2)(=[O:50])=[O:51])[CH2:42][CH2:43][CH2:44][CH2:45]1, predict the reactants needed to synthesize it.